From a dataset of Forward reaction prediction with 1.9M reactions from USPTO patents (1976-2016). Predict the product of the given reaction. (1) Given the reactants [Cl:1][C:2]1[C:3]([CH:31]=O)=[C:4]([O:26][C:27]([F:30])([F:29])[F:28])[CH:5]=[C:6]2[C:11]=1[N:10]=[CH:9][N:8]([CH2:12][C:13]1[CH:18]=[C:17]([Cl:19])[CH:16]=[CH:15][C:14]=1[S:20]([CH2:23][CH3:24])(=[O:22])=[O:21])[C:7]2=[O:25].ClC1C(CN2CC[C@@H](NC(=O)OC(C)(C)C)C2)=C(OC(F)(F)F)C=C2C=1N=CN(CC1C=C(Cl)C=CC=1S(CC)(=O)=O)C2=O.[CH3:77][N:78]([CH2:86][C@@H:87]1[CH2:91][CH2:90][NH:89][CH2:88]1)C(=O)OC(C)(C)C, predict the reaction product. The product is: [Cl:1][C:2]1[C:3]([CH2:31][N:89]2[CH2:90][CH2:91][C@@H:87]([CH2:86][NH:78][CH3:77])[CH2:88]2)=[C:4]([O:26][C:27]([F:28])([F:29])[F:30])[CH:5]=[C:6]2[C:11]=1[N:10]=[CH:9][N:8]([CH2:12][C:13]1[CH:18]=[C:17]([Cl:19])[CH:16]=[CH:15][C:14]=1[S:20]([CH2:23][CH3:24])(=[O:21])=[O:22])[C:7]2=[O:25]. (2) Given the reactants [F:1][C:2]1[CH:3]=[C:4]([S:8]([C:11]2[CH:20]=[C:19]3[C:14]([CH2:15][CH2:16][C@H:17]([CH2:21]OS(C)(=O)=O)[O:18]3)=[CH:13][CH:12]=2)(=[O:10])=[O:9])[CH:5]=[CH:6][CH:7]=1.O.[CH3:28][NH2:29], predict the reaction product. The product is: [F:1][C:2]1[CH:3]=[C:4]([S:8]([C:11]2[CH:20]=[C:19]3[C:14]([CH2:15][CH2:16][C@H:17]([CH2:21][NH:29][CH3:28])[O:18]3)=[CH:13][CH:12]=2)(=[O:10])=[O:9])[CH:5]=[CH:6][CH:7]=1. (3) Given the reactants [Cl:1][C:2]1[N:3]=[C:4]([N:13]2[CH2:18][CH2:17][O:16][CH2:15][CH2:14]2)[C:5]2[CH:10]=[C:9]([CH:11]=O)[S:8][C:6]=2[N:7]=1.[CH3:19][NH:20][C:21]([CH:23]1[CH2:28][CH2:27][NH:26][CH2:25][CH2:24]1)=[O:22], predict the reaction product. The product is: [Cl:1][C:2]1[N:3]=[C:4]([N:13]2[CH2:18][CH2:17][O:16][CH2:15][CH2:14]2)[C:5]2[CH:10]=[C:9]([CH2:11][N:26]3[CH2:27][CH2:28][CH:23]([C:21]([NH:20][CH3:19])=[O:22])[CH2:24][CH2:25]3)[S:8][C:6]=2[N:7]=1. (4) Given the reactants [C:1]([C:5]1[CH:6]=[C:7]([C:11](O)=O)[N:8]([CH3:10])[N:9]=1)([CH3:4])([CH3:3])[CH3:2].P(Cl)(Cl)(Cl)=O.[Br:19][C:20]1[CH:21]=[C:22]([NH2:27])[C:23]([NH2:26])=[CH:24][CH:25]=1.CCOC(C)=O, predict the reaction product. The product is: [Br:19][C:20]1[CH:25]=[CH:24][C:23]2[NH:26][C:11]([C:7]3[N:8]([CH3:10])[N:9]=[C:5]([C:1]([CH3:4])([CH3:3])[CH3:2])[CH:6]=3)=[N:27][C:22]=2[CH:21]=1. (5) Given the reactants [Cl:1][C:2]1[C:11]2[C:6](=[CH:7][C:8]([S:12]([N:15]3[CH2:20][CH2:19][CH2:18][CH2:17][C@@H:16]3[C:21]([O:23]C(C)(C)C)=[O:22])(=[O:14])=[O:13])=[CH:9][CH:10]=2)[C:5]([NH:28][C:29]([NH2:31])=[NH:30])=[N:4][CH:3]=1.Cl, predict the reaction product. The product is: [ClH:1].[Cl:1][C:2]1[C:11]2[C:6](=[CH:7][C:8]([S:12]([N:15]3[CH2:20][CH2:19][CH2:18][CH2:17][C@@H:16]3[C:21]([OH:23])=[O:22])(=[O:14])=[O:13])=[CH:9][CH:10]=2)[C:5]([NH:28][C:29]([NH2:31])=[NH:30])=[N:4][CH:3]=1. (6) Given the reactants Cl.CN(C)CCCN=C=NCC.OC1C=CC=C[N+]=1[O-].[CH:21]1[C:34]2[N:33]([CH2:35][C:36]3[S:40][C:39]([C:41]4[CH:51]=[C:50]([Cl:52])[C:44]([O:45][CH2:46][C:47](O)=[O:48])=[C:43]([Cl:53])[CH:42]=4)=[N:38][N:37]=3)[C:32]3[C:27](=[CH:28][CH:29]=[CH:30][CH:31]=3)[S:26][C:25]=2[CH:24]=[CH:23][CH:22]=1.C(N(CC)CC)C.[NH:61]([CH2:65][CH2:66][OH:67])[CH2:62][CH2:63][OH:64], predict the reaction product. The product is: [CH:31]1[C:32]2[N:33]([CH2:35][C:36]3[S:40][C:39]([C:41]4[CH:51]=[C:50]([Cl:52])[C:44]([O:45][CH2:46][C:47]([N:61]([CH2:65][CH2:66][OH:67])[CH2:62][CH2:63][OH:64])=[O:48])=[C:43]([Cl:53])[CH:42]=4)=[N:38][N:37]=3)[C:34]3[C:25](=[CH:24][CH:23]=[CH:22][CH:21]=3)[S:26][C:27]=2[CH:28]=[CH:29][CH:30]=1. (7) Given the reactants Br[CH2:2][CH:3]=[CH2:4].[CH:5](=[O:13])[C:6]1[C:7](=[CH:9][CH:10]=[CH:11][CH:12]=1)[OH:8], predict the reaction product. The product is: [CH3:4][CH:3]1[CH2:2][C:9]2[CH:10]=[CH:11][CH:12]=[C:6]([CH:5]=[O:13])[C:7]=2[O:8]1. (8) Given the reactants [NH2:1][C:2]1[C:7](Br)=[CH:6][CH:5]=[CH:4][N:3]=1.[CH3:9][Si:10]([C:13]#[CH:14])([CH3:12])[CH3:11].C(N(C(C)C)C(C)C)C.CN1CCCC1=O, predict the reaction product. The product is: [NH2:1][C:2]1[C:7]([C:14]#[C:13][Si:10]([CH3:12])([CH3:11])[CH3:9])=[CH:6][CH:5]=[CH:4][N:3]=1. (9) Given the reactants C([O:3][C:4](=[O:35])[C:5]1[CH:10]=[CH:9][CH:8]=[C:7]([N:11]2[C:15]([CH3:16])=[CH:14][CH:13]=[C:12]2[C:17]2[CH:22]=[C:21]([C:23]([F:26])([F:25])[F:24])[CH:20]=[CH:19][C:18]=2[O:27][CH2:28][CH:29]2[CH2:34][CH2:33][CH2:32][CH2:31][CH2:30]2)[CH:6]=1)C.[OH-].[Na+].CCO, predict the reaction product. The product is: [F:26][C:23]([F:24])([F:25])[C:21]1[CH:20]=[CH:19][C:18]([O:27][CH2:28][CH:29]2[CH2:34][CH2:33][CH2:32][CH2:31][CH2:30]2)=[C:17]([C:12]2[N:11]([C:7]3[CH:6]=[C:5]([CH:10]=[CH:9][CH:8]=3)[C:4]([OH:35])=[O:3])[C:15]([CH3:16])=[CH:14][CH:13]=2)[CH:22]=1.